Dataset: Full USPTO retrosynthesis dataset with 1.9M reactions from patents (1976-2016). Task: Predict the reactants needed to synthesize the given product. (1) Given the product [C:14]([O:8][CH2:7][CH2:6][S:5][S:4][CH2:3][OH:22])(=[O:16])[CH3:15], predict the reactants needed to synthesize it. The reactants are: OC[CH2:3][S:4][S:5][CH2:6][CH2:7][OH:8].N1C=CN=C1.[C:14](Cl)(=[O:16])[CH3:15].CN(C=[O:22])C. (2) Given the product [CH2:1]([N:5]1[C:13]2[N:12]=[CH:11][NH:10][C:9]=2[C:8](=[O:21])[N:7]([CH2:22][C:23]2[CH:24]=[CH:25][CH:26]=[CH:27][CH:28]=2)[C:6]1=[O:29])[CH2:2][CH2:3][CH3:4], predict the reactants needed to synthesize it. The reactants are: [CH2:1]([N:5]1[C:13]2[N:12]=[CH:11][N:10](CC3C=CC=CC=3)[C:9]=2[C:8](=[O:21])[N:7]([CH2:22][C:23]2[CH:28]=[CH:27][CH:26]=[CH:25][CH:24]=2)[C:6]1=[O:29])[CH2:2][CH2:3][CH3:4]. (3) Given the product [CH3:12][O:13][C:14]([C@@H:16]1[CH2:28][C:27]2[C:26]3[C:21](=[CH:22][CH:23]=[CH:24][CH:25]=3)[NH:20][C:19]=2[C@H:18]([C:29]2[O:30][C:31]3[CH:37]=[CH:36][CH:35]=[CH:34][C:32]=3[CH:33]=2)[NH:17]1)=[O:15].[CH3:12][O:13][C:14]([C@@H:16]1[CH2:28][C:27]2[C:26]3[C:21](=[CH:22][CH:23]=[CH:24][CH:25]=3)[NH:20][C:19]=2[C@@H:18]([C:29]2[O:30][C:31]3[CH:37]=[CH:36][CH:35]=[CH:34][C:32]=3[CH:33]=2)[NH:17]1)=[O:15], predict the reactants needed to synthesize it. The reactants are: O1C2C=CC=CC=2C=C1C=O.[CH3:12][O:13][C:14]([C@@H:16]1[CH2:28][C:27]2[C:26]3[C:21](=[CH:22][CH:23]=[CH:24][CH:25]=3)[NH:20][C:19]=2[C@H:18]([C:29]2[O:30][C:31]3[CH:37]=[CH:36][CH:35]=[CH:34][C:32]=3[CH:33]=2)[NH:17]1)=[O:15]. (4) Given the product [C:1]([O:5][C:6]([NH:8][CH2:9][C@H:10]1[CH2:15][CH2:14][C@H:13]([C:16]([NH:18][C@H:19]([C:20]([NH:66][C:65]2[CH:67]=[CH:68][C:62]([C:60]3[NH:61][C:57]([CH2:56][O:55][CH3:54])=[N:58][N:59]=3)=[CH:63][CH:64]=2)=[O:21])[CH2:23][C:24]2[CH:29]=[CH:28][C:27]([C:30]3[CH:35]=[CH:34][C:33]([C:36]([NH:37][CH:38]4[CH2:39][CH2:40][N:41]([C:44]([O:46][C:47]([CH3:50])([CH3:49])[CH3:48])=[O:45])[CH2:42][CH2:43]4)=[O:51])=[CH:32][C:31]=3[CH3:52])=[CH:26][CH:25]=2)=[O:17])[CH2:12][CH2:11]1)=[O:7])([CH3:3])([CH3:2])[CH3:4], predict the reactants needed to synthesize it. The reactants are: [C:1]([O:5][C:6]([NH:8][CH2:9][C@H:10]1[CH2:15][CH2:14][C@H:13]([C:16]([NH:18][C@@H:19]([CH2:23][C:24]2[CH:29]=[CH:28][C:27]([C:30]3[CH:35]=[CH:34][C:33]([C:36](=[O:51])[NH:37][CH:38]4[CH2:43][CH2:42][N:41]([C:44]([O:46][C:47]([CH3:50])([CH3:49])[CH3:48])=[O:45])[CH2:40][CH2:39]4)=[CH:32][C:31]=3[CH3:52])=[CH:26][CH:25]=2)[C:20](O)=[O:21])=[O:17])[CH2:12][CH2:11]1)=[O:7])([CH3:4])([CH3:3])[CH3:2].Cl.[CH3:54][O:55][CH2:56][C:57]1[NH:61][C:60]([C:62]2[CH:68]=[CH:67][C:65]([NH2:66])=[CH:64][CH:63]=2)=[N:59][N:58]=1.C(NC(C)C)(C)C.F[P-](F)(F)(F)(F)F.CN(C(ON1C2=NC=CC=C2N=N1)=[N+](C)C)C. (5) Given the product [Cl:7][C:8]1[CH:28]=[C:27]([O:29][CH2:30][CH:31]=[C:32]([Cl:34])[Cl:33])[CH:26]=[C:25]([Cl:35])[C:9]=1[O:10][CH2:11][CH2:12][CH2:13][O:14][C:15]1[CH:16]=[CH:17][C:18]([C:19]2[NH:20][C:1](=[O:3])[O:22][N:21]=2)=[CH:23][CH:24]=1, predict the reactants needed to synthesize it. The reactants are: [CH2:1]([O:3]C(Cl)=O)C.[Cl:7][C:8]1[CH:28]=[C:27]([O:29][CH2:30][CH:31]=[C:32]([Cl:34])[Cl:33])[CH:26]=[C:25]([Cl:35])[C:9]=1[O:10][CH2:11][CH2:12][CH2:13][O:14][C:15]1[CH:24]=[CH:23][C:18]([C:19]([NH:21][OH:22])=[NH:20])=[CH:17][CH:16]=1.C(=O)([O-])[O-].[K+].[K+]. (6) The reactants are: Cl[C:2]([F:7])([F:6])C([O-])=O.[Na+].[OH-].[Na+].[Cl:11][C:12]1[CH:13]=[C:14]([OH:19])[C:15](=[CH:17][CH:18]=1)[OH:16].Cl. Given the product [Cl:11][C:12]1[CH:18]=[CH:17][C:15]([O:16][CH:2]([F:6])[F:7])=[C:14]([OH:19])[CH:13]=1, predict the reactants needed to synthesize it. (7) Given the product [CH2:30]([N:29]([CH2:24][CH2:25][CH2:26][CH2:27][CH3:28])[C:11](=[O:13])[C:10]1[CH:14]=[C:15]([CH:18]=[O:19])[CH:16]=[CH:17][C:9]=1[O:8][CH2:7][C:6]1[CH:20]=[CH:21][C:3]([C:2]([F:23])([F:22])[F:1])=[CH:4][CH:5]=1)[CH2:31][CH2:32][CH2:33][CH3:34], predict the reactants needed to synthesize it. The reactants are: [F:1][C:2]([F:23])([F:22])[C:3]1[CH:21]=[CH:20][C:6]([CH2:7][O:8][C:9]2[CH:17]=[CH:16][C:15]([CH:18]=[O:19])=[CH:14][C:10]=2[C:11]([OH:13])=O)=[CH:5][CH:4]=1.[CH2:24]([N:29](CCCCC)[C:30](=O)[C:31]1C=C(C=O)[CH:34]=[CH:33][C:32]=1OC)[CH2:25][CH2:26][CH2:27][CH3:28]. (8) Given the product [F:1][C:2]([F:24])([C:17]1[CH:22]=[CH:21][C:20]([F:23])=[CH:19][CH:18]=1)[C:3]([NH:5][C:6]1[C:14]([F:47])=[CH:13][CH:12]=[CH:11][C:7]=1[C:8]([NH2:10])=[O:9])=[O:4], predict the reactants needed to synthesize it. The reactants are: [F:1][C:2]([F:24])([C:17]1[CH:22]=[CH:21][C:20]([F:23])=[CH:19][CH:18]=1)[C:3]([NH:5][C:6]1[CH:14]=[C:13](OC)[CH:12]=[CH:11][C:7]=1[C:8]([NH2:10])=[O:9])=[O:4].NC1C=C(OC)C=CC=1C(N)=O.NC1C([F:47])=CC=CC=1C(N)=O. (9) Given the product [Br:1][C:2]1[CH:7]=[CH:6][C:5]([CH:8]([C:21]2[CH:26]=[CH:25][CH:24]=[CH:23][C:22]=2[CH3:27])[CH2:9]/[C:10](/[C:12]2[C:13]([CH3:20])=[CH:14][C:15](=[O:19])[N:16]([CH3:18])[CH:17]=2)=[N:29]\[OH:30])=[CH:4][CH:3]=1, predict the reactants needed to synthesize it. The reactants are: [Br:1][C:2]1[CH:7]=[CH:6][C:5]([CH:8]([C:21]2[CH:26]=[CH:25][CH:24]=[CH:23][C:22]=2[CH3:27])[CH2:9][C:10]([C:12]2[C:13]([CH3:20])=[CH:14][C:15](=[O:19])[N:16]([CH3:18])[CH:17]=2)=O)=[CH:4][CH:3]=1.Cl.[NH2:29][OH:30].C([O-])(O)=O.[Na+].